This data is from NCI-60 drug combinations with 297,098 pairs across 59 cell lines. The task is: Regression. Given two drug SMILES strings and cell line genomic features, predict the synergy score measuring deviation from expected non-interaction effect. (1) Synergy scores: CSS=2.54, Synergy_ZIP=-0.512, Synergy_Bliss=1.65, Synergy_Loewe=1.84, Synergy_HSA=1.44. Drug 1: CCN(CC)CCNC(=O)C1=C(NC(=C1C)C=C2C3=C(C=CC(=C3)F)NC2=O)C. Cell line: HOP-62. Drug 2: CC12CCC3C(C1CCC2O)C(CC4=C3C=CC(=C4)O)CCCCCCCCCS(=O)CCCC(C(F)(F)F)(F)F. (2) Drug 1: CC12CCC(CC1=CCC3C2CCC4(C3CC=C4C5=CN=CC=C5)C)O. Drug 2: CC1=C2C(C(=O)C3(C(CC4C(C3C(C(C2(C)C)(CC1OC(=O)C(C(C5=CC=CC=C5)NC(=O)OC(C)(C)C)O)O)OC(=O)C6=CC=CC=C6)(CO4)OC(=O)C)OC)C)OC. Cell line: SF-295. Synergy scores: CSS=56.2, Synergy_ZIP=6.90, Synergy_Bliss=6.20, Synergy_Loewe=-15.5, Synergy_HSA=8.66. (3) Drug 1: C1CN(CCN1C(=O)CCBr)C(=O)CCBr. Drug 2: B(C(CC(C)C)NC(=O)C(CC1=CC=CC=C1)NC(=O)C2=NC=CN=C2)(O)O. Cell line: SN12C. Synergy scores: CSS=32.0, Synergy_ZIP=-7.30, Synergy_Bliss=-8.75, Synergy_Loewe=-47.2, Synergy_HSA=-12.9. (4) Synergy scores: CSS=20.7, Synergy_ZIP=-3.86, Synergy_Bliss=7.93, Synergy_Loewe=-12.1, Synergy_HSA=3.89. Cell line: OVCAR-5. Drug 1: CC1C(C(CC(O1)OC2CC(CC3=C2C(=C4C(=C3O)C(=O)C5=C(C4=O)C(=CC=C5)OC)O)(C(=O)C)O)N)O.Cl. Drug 2: CN(C)C1=NC(=NC(=N1)N(C)C)N(C)C.